Dataset: Catalyst prediction with 721,799 reactions and 888 catalyst types from USPTO. Task: Predict which catalyst facilitates the given reaction. Reactant: [NH2:1][C:2]1[CH:3]=[C:4]2[C:9](=[CH:10][CH:11]=1)[CH:8]=[N:7][CH:6]=[CH:5]2.[Cl:12][C:13]1[CH:18]=[CH:17][C:16]([S:19](Cl)(=[O:21])=[O:20])=[CH:15][CH:14]=1.ClC1C=CC=C(C(OO)=[O:31])C=1. The catalyst class is: 22. Product: [Cl:12][C:13]1[CH:18]=[CH:17][C:16]([S:19]([NH:1][C:2]2[CH:3]=[C:4]3[C:9](=[CH:10][CH:11]=2)[CH:8]=[N+:7]([O-:31])[CH:6]=[CH:5]3)(=[O:21])=[O:20])=[CH:15][CH:14]=1.